From a dataset of Reaction yield outcomes from USPTO patents with 853,638 reactions. Predict the reaction yield, written as a fraction of the theoretical maximum amount of product (1.0 means a 100% yield; for example, 0.34 means a 34% yield). (1) The reactants are [CH2:1]([CH:3]([C:6]1[C:7]2[N:8]([C:13](I)=[C:14]([CH3:16])[N:15]=2)[N:9]=[C:10]([CH3:12])[CH:11]=1)[CH2:4][CH3:5])[CH3:2].[CH3:18][N:19]1[CH:27]=[C:26]2[C:21]([CH:22]=[CH:23][CH:24]=[CH:25]2)=[N:20]1.C(=O)([O-])[O-].[Cs+].[Cs+]. The catalyst is CN(C=O)C. The product is [CH3:18][N:19]1[C:27]([C:13]2[N:8]3[N:9]=[C:10]([CH3:12])[CH:11]=[C:6]([CH:3]([CH2:4][CH3:5])[CH2:1][CH3:2])[C:7]3=[N:15][C:14]=2[CH3:16])=[C:26]2[C:21]([CH:22]=[CH:23][CH:24]=[CH:25]2)=[N:20]1. The yield is 0.280. (2) The reactants are Cl[CH2:2][CH2:3][CH2:4][N:5]1[C:10]2[CH:11]=[CH:12][CH:13]=[C:14]([CH2:15][CH3:16])[C:9]=2[O:8][CH2:7][C:6]1=[O:17].[CH:18]1([CH2:21][O:22][CH:23]2[CH2:29][CH:28]3[NH:30][CH:25]([CH2:26][CH2:27]3)[CH2:24]2)[CH2:20][CH2:19]1.C([O-])([O-])=O.[K+].[K+]. The catalyst is C(#N)C. The product is [CH:18]1([CH2:21][O:22][CH:23]2[CH2:24][CH:25]3[N:30]([CH2:2][CH2:3][CH2:4][N:5]4[C:10]5[CH:11]=[CH:12][CH:13]=[C:14]([CH2:15][CH3:16])[C:9]=5[O:8][CH2:7][C:6]4=[O:17])[CH:28]([CH2:27][CH2:26]3)[CH2:29]2)[CH2:20][CH2:19]1. The yield is 0.205. (3) The reactants are [F:1][C:2]1[CH:7]=[C:6]([C:8]2[C:16]([C:17]3[CH:22]=[CH:21][N:20]=[C:19](SC)[N:18]=3)=[C:11]3[CH:12]=[CH:13][CH:14]=[CH:15][N:10]3[N:9]=2)[CH:5]=[CH:4][N:3]=1.ClC1C=C(C=CC=1)C(OO)=O.[CH:36]([NH2:39])([CH3:38])[CH3:37]. The catalyst is ClCCl. The product is [F:1][C:2]1[CH:7]=[C:6]([C:8]2[C:16]([C:17]3[CH:22]=[CH:21][N:20]=[C:19]([NH:39][CH:36]([CH3:38])[CH3:37])[N:18]=3)=[C:11]3[CH:12]=[CH:13][CH:14]=[CH:15][N:10]3[N:9]=2)[CH:5]=[CH:4][N:3]=1. The yield is 0.480. (4) The reactants are [Br:1][C:2]1[CH:3]=[CH:4][C:5](=[O:8])[NH:6][CH:7]=1.[N+:9]([O-])([OH:11])=[O:10]. The catalyst is S(=O)(=O)(O)O. The product is [Br:1][C:2]1[CH:3]=[C:4]([N+:9]([O-:11])=[O:10])[C:5](=[O:8])[NH:6][CH:7]=1. The yield is 0.680. (5) The catalyst is C1COCC1. The reactants are [C:1]1([C:8]2[CH:13]=[CH:12][CH:11]=[CH:10][CH:9]=2)[C:2](N)=[CH:3][CH:4]=[CH:5][CH:6]=1.F[C:15]1[C:16]([N+:23]([O-:25])=[O:24])=[C:17]([CH:20]=[CH:21][CH:22]=1)[C:18]#[N:19].C([N:29](CC)C(C)C)(C)C. The product is [C:1]1([C:8]2[CH:13]=[CH:12][CH:11]=[CH:10][CH:9]=2)[CH:2]=[CH:3][CH:4]=[C:5]([NH:29][C:15]2[C:16]([N+:23]([O-:25])=[O:24])=[C:17]([CH:20]=[CH:21][CH:22]=2)[C:18]#[N:19])[CH:6]=1. The yield is 0.820.